Regression. Given two drug SMILES strings and cell line genomic features, predict the synergy score measuring deviation from expected non-interaction effect. From a dataset of NCI-60 drug combinations with 297,098 pairs across 59 cell lines. (1) Drug 1: CN1CCC(CC1)COC2=C(C=C3C(=C2)N=CN=C3NC4=C(C=C(C=C4)Br)F)OC. Drug 2: CC1C(C(=O)NC(C(=O)N2CCCC2C(=O)N(CC(=O)N(C(C(=O)O1)C(C)C)C)C)C(C)C)NC(=O)C3=C4C(=C(C=C3)C)OC5=C(C(=O)C(=C(C5=N4)C(=O)NC6C(OC(=O)C(N(C(=O)CN(C(=O)C7CCCN7C(=O)C(NC6=O)C(C)C)C)C)C(C)C)C)N)C. Cell line: SW-620. Synergy scores: CSS=26.9, Synergy_ZIP=23.3, Synergy_Bliss=27.2, Synergy_Loewe=25.7, Synergy_HSA=25.5. (2) Drug 1: CC1=CC=C(C=C1)C2=CC(=NN2C3=CC=C(C=C3)S(=O)(=O)N)C(F)(F)F. Drug 2: C1C(C(OC1N2C=NC3=C(N=C(N=C32)Cl)N)CO)O. Cell line: SK-MEL-28. Synergy scores: CSS=17.7, Synergy_ZIP=-4.22, Synergy_Bliss=-2.49, Synergy_Loewe=-31.2, Synergy_HSA=-2.12.